Dataset: Full USPTO retrosynthesis dataset with 1.9M reactions from patents (1976-2016). Task: Predict the reactants needed to synthesize the given product. (1) Given the product [F:1][C:2]([F:23])([F:22])[C:3]1[CH:17]=[C:16]([C:18]([F:19])([F:21])[F:20])[CH:15]=[CH:14][C:4]=1[CH2:5][N:6]1[CH2:11][CH2:10][CH:9](/[CH:12]=[C:35]2/[C:31]([NH:30][CH2:29][C:26]3[CH:27]=[CH:28][O:24][N:25]=3)=[N:32][C:33](=[O:36])[S:34]/2)[CH2:8][CH2:7]1, predict the reactants needed to synthesize it. The reactants are: [F:1][C:2]([F:23])([F:22])[C:3]1[CH:17]=[C:16]([C:18]([F:21])([F:20])[F:19])[CH:15]=[CH:14][C:4]=1[CH2:5][N:6]1[CH2:11][CH2:10][CH:9]([CH:12]=O)[CH2:8][CH2:7]1.[O:24]1[CH:28]=[CH:27][C:26]([CH2:29][NH:30][C:31]2[CH2:35][S:34][C:33](=[O:36])[N:32]=2)=[N:25]1.C([O-])(=O)C.[NH2+]1CCCCC1. (2) Given the product [CH:7]1([O:12][C:13]2[CH:14]=[C:15]([C:21]3[CH:26]=[CH:25][N:24]=[C:23]([N:27]4[C:31]5[CH:32]=[CH:33][CH:34]=[CH:35][C:30]=5[NH:29][C:28]4=[O:43])[N:22]=3)[CH:16]=[CH:17][C:18]=2[O:19][CH3:20])[CH2:11][CH2:10][CH2:9][CH2:8]1, predict the reactants needed to synthesize it. The reactants are: C(=O)([O-])[O-].[K+].[K+].[CH:7]1([O:12][C:13]2[CH:14]=[C:15]([C:21]3[CH:26]=[CH:25][N:24]=[C:23]([N:27]4[C:31]5[CH:32]=[CH:33][CH:34]=[CH:35][C:30]=5[N:29](C(OC(C)(C)C)=O)[C:28]4=[O:43])[N:22]=3)[CH:16]=[CH:17][C:18]=2[O:19][CH3:20])[CH2:11][CH2:10][CH2:9][CH2:8]1. (3) Given the product [N:28]1([C:5]2[CH:4]=[CH:3][C:2]([N:34]3[CH2:39][CH2:38][O:37][CH2:36][CH2:35]3)=[CH:7][C:6]=2[NH:8][C:9]2[C:18]3[C:13](=[CH:14][C:15]([F:19])=[CH:16][CH:17]=3)[N:12]=[C:11]([C:20]3[CH:25]=[CH:24][CH:23]=[CH:22][C:21]=3[F:26])[C:10]=2[CH3:27])[CH2:33][CH2:32][O:31][CH2:30][CH2:29]1, predict the reactants needed to synthesize it. The reactants are: Br[C:2]1[CH:3]=[CH:4][C:5]([N:28]2[CH2:33][CH2:32][O:31][CH2:30][CH2:29]2)=[C:6]([NH:8][C:9]2[C:18]3[C:13](=[CH:14][C:15]([F:19])=[CH:16][CH:17]=3)[N:12]=[C:11]([C:20]3[CH:25]=[CH:24][CH:23]=[CH:22][C:21]=3[F:26])[C:10]=2[CH3:27])[CH:7]=1.[NH:34]1[CH2:39][CH2:38][O:37][CH2:36][CH2:35]1.CC(C1C=C(C(C)C)C(C2C=CC=CC=2P(C2CCCCC2)C2CCCCC2)=C(C(C)C)C=1)C.CC(C)([O-])C.[Na+].C1(C)C=CC=CC=1. (4) Given the product [C:1]1([C:7]2[CH:11]=[C:10]([C:12]3[CH:17]=[CH:16][CH:15]=[CH:14][CH:13]=3)[N:9]([CH2:23][C:24]3[CH:33]=[CH:32][C:27]([C:28]([O:30][CH3:31])=[O:29])=[CH:26][C:25]=3[O:34][CH:35]([CH3:37])[CH3:36])[N:8]=2)[CH:6]=[CH:5][CH:4]=[CH:3][CH:2]=1, predict the reactants needed to synthesize it. The reactants are: [C:1]1([C:7]2[CH:11]=[C:10]([C:12]3[CH:17]=[CH:16][CH:15]=[CH:14][CH:13]=3)[NH:9][N:8]=2)[CH:6]=[CH:5][CH:4]=[CH:3][CH:2]=1.[H-].[Na+].[I-].[Na+].Br[CH2:23][C:24]1[CH:33]=[CH:32][C:27]([C:28]([O:30][CH3:31])=[O:29])=[CH:26][C:25]=1[O:34][CH:35]([CH3:37])[CH3:36]. (5) Given the product [Cl:3][C:4]1[CH:5]=[CH:6][C:7]([C:10]([O:13][C:16](=[NH:17])[C:15]([Cl:19])([Cl:18])[Cl:14])([CH3:11])[CH3:12])=[CH:8][CH:9]=1.[Cl:3][C:4]1[CH:5]=[CH:6][C:7]([C:10]([OH:13])([CH3:11])[CH3:12])=[CH:8][CH:9]=1, predict the reactants needed to synthesize it. The reactants are: [H-].[Na+].[Cl:3][C:4]1[CH:9]=[CH:8][C:7]([C:10]([OH:13])([CH3:12])[CH3:11])=[CH:6][CH:5]=1.[Cl:14][C:15]([Cl:19])([Cl:18])[C:16]#[N:17].